From a dataset of Peptide-MHC class II binding affinity with 134,281 pairs from IEDB. Regression. Given a peptide amino acid sequence and an MHC pseudo amino acid sequence, predict their binding affinity value. This is MHC class II binding data. (1) The peptide sequence is VCFWYIPPSLRTLED. The MHC is DRB1_0701 with pseudo-sequence DRB1_0701. The binding affinity (normalized) is 0.0633. (2) The peptide sequence is GSFVRTVSLPVGADE. The MHC is HLA-DPA10301-DPB10402 with pseudo-sequence HLA-DPA10301-DPB10402. The binding affinity (normalized) is 0.417. (3) The peptide sequence is AAVELARALVRAVAE. The MHC is DRB3_0202 with pseudo-sequence DRB3_0202. The binding affinity (normalized) is 0.188. (4) The MHC is DRB1_0901 with pseudo-sequence DRB1_0901. The binding affinity (normalized) is 0.505. The peptide sequence is AVIRGKKGAGGITIK. (5) The peptide sequence is TVAAAPQVKYAVFEA. The MHC is DRB1_0401 with pseudo-sequence DRB1_0401. The binding affinity (normalized) is 0.191. (6) The peptide sequence is QEALEDFREFSRAKG. The MHC is HLA-DQA10101-DQB10501 with pseudo-sequence HLA-DQA10101-DQB10501. The binding affinity (normalized) is 0.199. (7) The peptide sequence is GQVVTYALNTFTNLAVQL. The MHC is DRB1_1101 with pseudo-sequence DRB1_1101. The binding affinity (normalized) is 0.102. (8) The peptide sequence is LRLFDYNKNAIKTLN. The MHC is DRB1_0101 with pseudo-sequence DRB1_0101. The binding affinity (normalized) is 0.961.